Dataset: Reaction yield outcomes from USPTO patents with 853,638 reactions. Task: Predict the reaction yield, written as a fraction of the theoretical maximum amount of product (1.0 means a 100% yield; for example, 0.34 means a 34% yield). The reactants are Cl[C:2]1[CH:7]=[CH:6][C:5]([N+:8]([O-:10])=[O:9])=[CH:4][C:3]=1[O:11][CH3:12].[CH3:13][C:14]1[N:15]=[CH:16][NH:17][CH:18]=1.[OH-].[K+]. The yield is 0.450. The product is [CH3:12][O:11][C:3]1[CH:4]=[C:5]([N+:8]([O-:10])=[O:9])[CH:6]=[CH:7][C:2]=1[N:17]1[CH:18]=[C:14]([CH3:13])[N:15]=[CH:16]1. The catalyst is CS(C)=O.